This data is from Forward reaction prediction with 1.9M reactions from USPTO patents (1976-2016). The task is: Predict the product of the given reaction. (1) The product is: [C:1]1([CH2:7][CH2:8][C:9]([NH:18][CH2:19][CH2:20][CH2:21][Si:22]([CH3:33])([O:28][Si:29]([CH3:32])([CH3:31])[CH3:30])[O:23][Si:24]([CH3:27])([CH3:26])[CH3:25])=[O:11])[CH:2]=[CH:3][CH:4]=[CH:5][CH:6]=1. Given the reactants [C:1]1([CH2:7][CH2:8][C:9]([OH:11])=O)[CH:6]=[CH:5][CH:4]=[CH:3][CH:2]=1.C(Cl)(=O)C(Cl)=O.[NH2:18][CH2:19][CH2:20][CH2:21][Si:22]([CH3:33])([O:28][Si:29]([CH3:32])([CH3:31])[CH3:30])[O:23][Si:24]([CH3:27])([CH3:26])[CH3:25].C(N(C(C)C)CC)(C)C, predict the reaction product. (2) Given the reactants [CH3:1][O:2][C:3](=[O:16])[CH:4]([CH2:8][C:9]1[CH:14]=[CH:13][C:12]([F:15])=[CH:11][CH:10]=1)[C:5]([OH:7])=O.[CH:17]1([C:23]2([CH2:29][N:30]3[CH:34]=[N:33][CH:32]=[N:31]3)[CH2:28][CH2:27][NH:26][CH2:25][CH2:24]2)[CH2:22][CH2:21][CH2:20][CH2:19][CH2:18]1.ON1C2C=CC=CC=2N=N1.CN1CCOCC1.CN(C)CCCN=C=NCC.[Cl-].[NH4+], predict the reaction product. The product is: [CH3:1][O:2][C:3](=[O:16])[CH:4]([CH2:8][C:9]1[CH:14]=[CH:13][C:12]([F:15])=[CH:11][CH:10]=1)[C:5]([N:26]1[CH2:25][CH2:24][C:23]([CH:17]2[CH2:18][CH2:19][CH2:20][CH2:21][CH2:22]2)([CH2:29][N:30]2[CH:34]=[N:33][CH:32]=[N:31]2)[CH2:28][CH2:27]1)=[O:7]. (3) Given the reactants [Cl:1][C:2]1[CH:7]=[C:6]2[NH:8][C:9](=[O:32])[C@@:10]3([C@H:14]([CH2:15][C:16]([C:19]#[N:20])([CH3:18])[CH3:17])[NH:13][C@@H:12]([C:21]([OH:23])=O)[C@@H:11]3[C:24]3[CH:29]=[CH:28][CH:27]=[C:26]([Cl:30])[C:25]=3[F:31])[C:5]2=[CH:4][CH:3]=1.CN(C(ON1N=NC2C=CC=NC1=2)=[N+](C)C)C.F[P-](F)(F)(F)(F)F.CCN(C(C)C)C(C)C.[NH2:66][C:67]1[CH:76]=[CH:75][C:70]([C:71]([O:73][CH3:74])=[O:72])=[CH:69][CH:68]=1, predict the reaction product. The product is: [Cl:1][C:2]1[CH:7]=[C:6]2[NH:8][C:9](=[O:32])[C@@:10]3([C@H:14]([CH2:15][C:16]([C:19]#[N:20])([CH3:18])[CH3:17])[NH:13][C@@H:12]([C:21]([NH:66][C:67]4[CH:68]=[CH:69][C:70]([C:71]([O:73][CH3:74])=[O:72])=[CH:75][CH:76]=4)=[O:23])[C@@H:11]3[C:24]3[CH:29]=[CH:28][CH:27]=[C:26]([Cl:30])[C:25]=3[F:31])[C:5]2=[CH:4][CH:3]=1. (4) The product is: [O:31]1[CH:32]=[CH:33][CH:34]=[C:30]1[C:28]([NH:27][C:24]1[CH:23]=[CH:22][C:21]([O:20][CH2:15][CH2:14][O:13][C:10]2[CH:9]=[CH:8][C:7]([CH2:6][C@H:5]([O:17][CH3:18])[C:4]([OH:3])=[O:19])=[CH:12][CH:11]=2)=[CH:26][CH:25]=1)=[O:29]. Given the reactants C([O:3][C:4](=[O:19])[C@@H:5]([O:17][CH3:18])[CH2:6][C:7]1[CH:12]=[CH:11][C:10]([O:13][CH2:14][CH2:15]Br)=[CH:9][CH:8]=1)C.[OH:20][C:21]1[CH:26]=[CH:25][C:24]([NH:27][C:28]([C:30]2[O:31][CH:32]=[CH:33][CH:34]=2)=[O:29])=[CH:23][CH:22]=1.CO[C@@H](CC1C=CC(OCCCOC2C=CC=CC=2)=CC=1)C(O)=O, predict the reaction product.